From a dataset of Forward reaction prediction with 1.9M reactions from USPTO patents (1976-2016). Predict the product of the given reaction. (1) Given the reactants [CH2:1]([NH:3][C:4]1[CH:9]=[C:8]([O:10][CH3:11])[C:7]([O:12][CH3:13])=[CH:6][C:5]=1[C@@H:14]1[CH2:23][CH2:22][C:21]2[CH:20]=[C:19]([O:24]C(=O)C(C)(C)C)[CH:18]=[CH:17][C:16]=2[CH2:15]1)[CH3:2].Cl.[N:32]1([CH2:39][CH2:40][O:41][C:42]2[CH:50]=[CH:49][C:45]([C:46](O)=O)=[CH:44][N:43]=2)[CH2:38][CH2:37][CH2:36][CH2:35][CH2:34][CH2:33]1, predict the reaction product. The product is: [N:32]1([CH2:39][CH2:40][O:41][C:42]2[N:43]=[CH:44][C:45]([CH2:46][N:3]([CH2:1][CH3:2])[C:4]3[CH:9]=[C:8]([O:10][CH3:11])[C:7]([O:12][CH3:13])=[CH:6][C:5]=3[C@@H:14]3[CH2:23][CH2:22][C:21]4[CH:20]=[C:19]([OH:24])[CH:18]=[CH:17][C:16]=4[CH2:15]3)=[CH:49][CH:50]=2)[CH2:38][CH2:37][CH2:36][CH2:35][CH2:34][CH2:33]1. (2) Given the reactants Br[C:2]1[CH:3]=[CH:4][C:5]([CH3:8])=[N:6][CH:7]=1.C([Li])CCC.CCCCCC.[B:20](OC(C)C)([O:25]C(C)C)[O:21]C(C)C, predict the reaction product. The product is: [CH3:8][C:5]1[CH:4]=[CH:3][C:2]([B:20]([OH:25])[OH:21])=[CH:7][N:6]=1. (3) Given the reactants [Cl:1][C:2]1[CH:7]=[CH:6][C:5]([C:8]([C:10]2[C:18]([F:19])=[CH:17][CH:16]=[C:15]([F:20])[C:11]=2[C:12]([OH:14])=[O:13])=O)=[CH:4][C:3]=1[N+:21]([O-:23])=[O:22].ClCCl.N1C(F)=NC(F)=NC=1[F:29], predict the reaction product. The product is: [Cl:1][C:2]1[CH:7]=[CH:6][C:5]([C:8]2([F:29])[C:10]3[C:18]([F:19])=[CH:17][CH:16]=[C:15]([F:20])[C:11]=3[C:12](=[O:14])[O:13]2)=[CH:4][C:3]=1[N+:21]([O-:23])=[O:22]. (4) Given the reactants [CH:1]([C:3]([NH:6][C:7](=[O:16])[C:8]1[CH:13]=[CH:12][C:11]([F:14])=[CH:10][C:9]=1[F:15])([CH3:5])[CH3:4])=[O:2].[CH3:17][Mg]Br.[Cl-].[NH4+], predict the reaction product. The product is: [OH:2][CH:1]([CH3:17])[C:3]([NH:6][C:7](=[O:16])[C:8]1[CH:13]=[CH:12][C:11]([F:14])=[CH:10][C:9]=1[F:15])([CH3:5])[CH3:4]. (5) Given the reactants [Cl:1][C:2]1[CH:7]=[CH:6][C:5]([C@H:8]2[CH2:13][CH2:12][C@H:11]([C:14](OC)=[O:15])[CH2:10][CH2:9]2)=[CH:4][CH:3]=1.[H-].[Al+3].[Li+].[H-].[H-].[H-].Cl.C(N(CC)CC)C, predict the reaction product. The product is: [Cl:1][C:2]1[CH:3]=[CH:4][C:5]([C@H:8]2[CH2:9][CH2:10][C@H:11]([CH:14]=[O:15])[CH2:12][CH2:13]2)=[CH:6][CH:7]=1. (6) The product is: [CH2:1]([N:3]([C:16]1[CH:17]=[CH:18][CH:19]=[CH:20][CH:21]=1)[C:4]([N:6]1[CH2:11][CH2:10][CH2:9][CH2:8][C@H:7]1[C:12]([OH:14])=[O:13])=[O:5])[CH3:2]. Given the reactants [CH2:1]([N:3]([C:16]1[CH:21]=[CH:20][CH:19]=[CH:18][CH:17]=1)[C:4]([N:6]1[CH2:11][CH2:10][CH2:9][CH2:8][C@H:7]1[C:12]([O:14]C)=[O:13])=[O:5])[CH3:2].[Li+].[OH-], predict the reaction product. (7) Given the reactants [Cl:1][C:2]1[CH:3]=[N:4][C:5]2[NH:6][C:7]3[CH:8]=[CH:9][CH:10]=[C:11]([CH:23]=3)[CH2:12][NH:13][C:14]3[CH:22]=[C:18]([NH:19][C:20]=1[N:21]=2)[CH:17]=[CH:16][CH:15]=3.Cl.[N:25]1[CH:30]=[CH:29][CH:28]=[CH:27][C:26]=1[C:31](Cl)=[O:32], predict the reaction product. The product is: [Cl:1][C:2]1[CH:3]=[N:4][C:5]2[NH:6][C:7]3[CH:8]=[CH:9][CH:10]=[C:11]([CH:23]=3)[CH2:12][N:13]([C:31]([C:26]3[CH:27]=[CH:28][CH:29]=[CH:30][N:25]=3)=[O:32])[C:14]3[CH:22]=[C:18]([NH:19][C:20]=1[N:21]=2)[CH:17]=[CH:16][CH:15]=3.